From a dataset of Full USPTO retrosynthesis dataset with 1.9M reactions from patents (1976-2016). Predict the reactants needed to synthesize the given product. (1) Given the product [C:10]([C:14]1[CH:15]=[CH:16][C:17]([NH:20][C:2]2[CH:7]=[C:6]([Cl:8])[N:5]=[C:4]([NH2:9])[N:3]=2)=[CH:18][CH:19]=1)([CH3:13])([CH3:11])[CH3:12], predict the reactants needed to synthesize it. The reactants are: Cl[C:2]1[CH:7]=[C:6]([Cl:8])[N:5]=[C:4]([NH2:9])[N:3]=1.[C:10]([C:14]1[CH:19]=[CH:18][C:17]([NH2:20])=[CH:16][CH:15]=1)([CH3:13])([CH3:12])[CH3:11]. (2) Given the product [CH3:32][O:31][C:28]1[CH:27]=[CH:26][C:25]([C:24]([O:7][CH2:6][C@H:5]2[O:8][C@@H:1]([N:9]3[CH:17]=[C:15]([CH3:16])[C:13](=[O:14])[NH:12][C:10]3=[O:11])[CH2:2][C@@H:3]2[OH:4])([C:33]2[CH:34]=[CH:35][CH:36]=[CH:37][CH:38]=2)[C:23]2[CH:40]=[CH:41][C:20]([O:19][CH3:18])=[CH:21][CH:22]=2)=[CH:30][CH:29]=1, predict the reactants needed to synthesize it. The reactants are: [C@@H:1]1([N:9]2[CH:17]=[C:15]([CH3:16])[C:13](=[O:14])[NH:12][C:10]2=[O:11])[O:8][C@H:5]([CH2:6][OH:7])[C@@H:3]([OH:4])[CH2:2]1.[CH3:18][O:19][C:20]1[CH:41]=[CH:40][C:23]([C:24](Cl)([C:33]2[CH:38]=[CH:37][CH:36]=[CH:35][CH:34]=2)[C:25]2[CH:30]=[CH:29][C:28]([O:31][CH3:32])=[CH:27][CH:26]=2)=[CH:22][CH:21]=1. (3) Given the product [CH2:17]([O:16][C:14]([C:13]1[S:6][C:5]([NH:4][CH:1]2[CH2:3][CH2:2]2)=[N:7][CH:8]=1)=[O:15])[CH3:18], predict the reactants needed to synthesize it. The reactants are: [CH:1]1([NH:4][C:5]([N:7]=[CH:8]N(C)C)=[S:6])[CH2:3][CH2:2]1.Cl[CH2:13][C:14]([O:16][CH2:17][CH3:18])=[O:15].